Dataset: NCI-60 drug combinations with 297,098 pairs across 59 cell lines. Task: Regression. Given two drug SMILES strings and cell line genomic features, predict the synergy score measuring deviation from expected non-interaction effect. (1) Drug 1: CC1=C(C=C(C=C1)NC2=NC=CC(=N2)N(C)C3=CC4=NN(C(=C4C=C3)C)C)S(=O)(=O)N.Cl. Drug 2: CC1=CC2C(CCC3(C2CCC3(C(=O)C)OC(=O)C)C)C4(C1=CC(=O)CC4)C. Cell line: MDA-MB-231. Synergy scores: CSS=3.17, Synergy_ZIP=3.51, Synergy_Bliss=5.95, Synergy_Loewe=-7.49, Synergy_HSA=-4.79. (2) Drug 1: C1CC(=O)NC(=O)C1N2CC3=C(C2=O)C=CC=C3N. Drug 2: CC1=C(N=C(N=C1N)C(CC(=O)N)NCC(C(=O)N)N)C(=O)NC(C(C2=CN=CN2)OC3C(C(C(C(O3)CO)O)O)OC4C(C(C(C(O4)CO)O)OC(=O)N)O)C(=O)NC(C)C(C(C)C(=O)NC(C(C)O)C(=O)NCCC5=NC(=CS5)C6=NC(=CS6)C(=O)NCCC[S+](C)C)O. Cell line: HL-60(TB). Synergy scores: CSS=5.37, Synergy_ZIP=-4.20, Synergy_Bliss=-2.09, Synergy_Loewe=-4.53, Synergy_HSA=-4.33. (3) Drug 1: C1C(C(OC1N2C=NC3=C2NC=NCC3O)CO)O. Drug 2: C1CCC(C(C1)N)N.C(=O)(C(=O)[O-])[O-].[Pt+4]. Cell line: SF-268. Synergy scores: CSS=26.2, Synergy_ZIP=-6.09, Synergy_Bliss=1.33, Synergy_Loewe=3.03, Synergy_HSA=3.50.